The task is: Regression. Given two drug SMILES strings and cell line genomic features, predict the synergy score measuring deviation from expected non-interaction effect.. This data is from NCI-60 drug combinations with 297,098 pairs across 59 cell lines. (1) Drug 1: C1=C(C(=O)NC(=O)N1)N(CCCl)CCCl. Drug 2: C1=NC2=C(N=C(N=C2N1C3C(C(C(O3)CO)O)F)Cl)N. Cell line: MOLT-4. Synergy scores: CSS=70.3, Synergy_ZIP=-3.42, Synergy_Bliss=-6.19, Synergy_Loewe=-8.82, Synergy_HSA=-5.17. (2) Drug 1: C1=C(C(=O)NC(=O)N1)N(CCCl)CCCl. Drug 2: CC1=C(C(=CC=C1)Cl)NC(=O)C2=CN=C(S2)NC3=CC(=NC(=N3)C)N4CCN(CC4)CCO. Cell line: SW-620. Synergy scores: CSS=35.6, Synergy_ZIP=1.27, Synergy_Bliss=5.00, Synergy_Loewe=4.25, Synergy_HSA=5.67. (3) Drug 1: CN(C)N=NC1=C(NC=N1)C(=O)N. Drug 2: C1C(C(OC1N2C=NC(=NC2=O)N)CO)O. Cell line: OVCAR3. Synergy scores: CSS=20.1, Synergy_ZIP=-1.55, Synergy_Bliss=-0.903, Synergy_Loewe=-4.61, Synergy_HSA=0.984. (4) Drug 1: C1=NC2=C(N=C(N=C2N1C3C(C(C(O3)CO)O)F)Cl)N. Drug 2: C1=NNC2=C1C(=O)NC=N2. Cell line: SN12C. Synergy scores: CSS=0.514, Synergy_ZIP=-1.75, Synergy_Bliss=-1.78, Synergy_Loewe=-6.59, Synergy_HSA=-2.21.